Regression/Classification. Given a drug SMILES string, predict its absorption, distribution, metabolism, or excretion properties. Task type varies by dataset: regression for continuous measurements (e.g., permeability, clearance, half-life) or binary classification for categorical outcomes (e.g., BBB penetration, CYP inhibition). Dataset: rlm. From a dataset of Rat liver microsome stability data. (1) The molecule is CCc1cccc(CC)c1-n1c(C=C(C)C)c(C(=O)N2CCNCC2)cc(-c2nc(-c3ccc(C(F)(F)F)cc3)cs2)c1=O. The result is 0 (unstable in rat liver microsomes). (2) The drug is C=C(C)[C@@H]1CC[C@]2(C(=O)NCCN(CC)CC(=O)O)CC[C@]3(C)[C@H](CC[C@@H]4[C@@]5(C)CC=C(c6ccc(C(=O)O)cc6)C(C)(C)[C@@H]5CC[C@]43C)[C@@H]12. The result is 0 (unstable in rat liver microsomes). (3) The drug is Cc1noc(C)c1CN1CCNc2cc(Nc3ccccc3)ncc2C1. The result is 1 (stable in rat liver microsomes).